From a dataset of Reaction yield outcomes from USPTO patents with 853,638 reactions. Predict the reaction yield, written as a fraction of the theoretical maximum amount of product (1.0 means a 100% yield; for example, 0.34 means a 34% yield). The reactants are [F:1][C:2]1[CH:24]=[C:23]([N+:25]([O-:27])=[O:26])[CH:22]=[CH:21][C:3]=1[O:4][C:5]1[CH:10]=[CH:9][N:8]=[C:7]([NH:11][C:12](=[O:18])[O:13][C:14]([CH3:17])([CH3:16])[CH3:15])[C:6]=1[CH:19]=[O:20].[BH4-].[Na+]. The catalyst is CO. The product is [F:1][C:2]1[CH:24]=[C:23]([N+:25]([O-:27])=[O:26])[CH:22]=[CH:21][C:3]=1[O:4][C:5]1[CH:10]=[CH:9][N:8]=[C:7]([NH:11][C:12](=[O:18])[O:13][C:14]([CH3:15])([CH3:16])[CH3:17])[C:6]=1[CH2:19][OH:20]. The yield is 0.860.